From a dataset of Caco-2 cell permeability data measuring drug intestinal absorption for ~900 compounds. Regression/Classification. Given a drug SMILES string, predict its absorption, distribution, metabolism, or excretion properties. Task type varies by dataset: regression for continuous measurements (e.g., permeability, clearance, half-life) or binary classification for categorical outcomes (e.g., BBB penetration, CYP inhibition). For this dataset (caco2_wang), we predict Y. (1) The compound is COc1cc(-c2cc(=O)c3c(O)cc(O)cc3o2)cc(O)c1OC. The Y is -4.95 log Papp (cm/s). (2) The drug is NC(N)=Nc1nc(CSCCC(N)=NS(N)(=O)=O)cs1. The Y is -6.07 log Papp (cm/s). (3) The Y is -6.62 log Papp (cm/s). The compound is C[C@@](N)(Cc1ccc(O)c(O)c1)C(=O)O. (4) The Y is -5.70 log Papp (cm/s). The drug is CC(=O)NCC1CN(c2ccc(C(C)O)cc2)C(=O)N1. (5) The molecule is C/C=C/C#CCC/C=C\C=C\C(=O)NCC(C)C. The Y is -4.00 log Papp (cm/s). (6) The compound is C[C@@H]1C[C@H]2[C@@H]3CCC4=CC(=O)C=C[C@]4(C)[C@@]3(F)[C@@H](O)C[C@]2(C)[C@@]1(O)C(=O)COC1O[C@@H](CO)[C@H](O)[C@@H](O)[C@@H]1O. The Y is -6.40 log Papp (cm/s). (7) The molecule is COC(=O)C1=CO[C@@H](C)[C@H]2CN3CCc4c([nH]c5ccccc45)[C@@H]3C[C@@H]12. The Y is -4.82 log Papp (cm/s).